This data is from Forward reaction prediction with 1.9M reactions from USPTO patents (1976-2016). The task is: Predict the product of the given reaction. (1) Given the reactants [NH2:1][C:2]1[CH:7]=[C:6]([C:8]2[C:9]([C:20]3[CH:25]=[CH:24][CH:23]=[CH:22][C:21]=3[F:26])=[N:10][N:11]([C:13]3[CH2:18][CH2:17][C:16](=[O:19])[NH:15][N:14]=3)[CH:12]=2)[CH:5]=[CH:4][N:3]=1.[CH:27]1([C:30](Cl)=[O:31])[CH2:29][CH2:28]1, predict the reaction product. The product is: [CH:27]1([C:30]([NH:1][C:2]2[CH:7]=[C:6]([C:8]3[C:9]([C:20]4[CH:25]=[CH:24][CH:23]=[CH:22][C:21]=4[F:26])=[N:10][N:11]([C:13]4[CH2:18][CH2:17][C:16](=[O:19])[NH:15][N:14]=4)[CH:12]=3)[CH:5]=[CH:4][N:3]=2)=[O:31])[CH2:29][CH2:28]1. (2) Given the reactants [N:1]1([C:7]2[CH:12]=[CH:11][C:10]([N:13]3[CH2:18][CH2:17][CH2:16][NH:15][C:14]3=[O:19])=[CH:9][CH:8]=2)[CH2:6][CH2:5][NH:4][CH2:3][CH2:2]1.CC1C=CC(S(O[CH2:31][CH2:32][CH2:33][C:34]2[C:42]3[C:37](=[CH:38][CH:39]=[C:40]([C:43]#[N:44])[CH:41]=3)[NH:36][CH:35]=2)(=O)=O)=CC=1.C(=O)([O-])[O-].[K+].[K+].[I-].[K+], predict the reaction product. The product is: [O:19]=[C:14]1[NH:15][CH2:16][CH2:17][CH2:18][N:13]1[C:10]1[CH:9]=[CH:8][C:7]([N:1]2[CH2:6][CH2:5][N:4]([CH2:31][CH2:32][CH2:33][C:34]3[C:42]4[C:37](=[CH:38][CH:39]=[C:40]([C:43]#[N:44])[CH:41]=4)[NH:36][CH:35]=3)[CH2:3][CH2:2]2)=[CH:12][CH:11]=1. (3) Given the reactants [CH3:1][C:2]1([CH3:16])[O:7][C:6]2[CH:8]=[CH:9][C:10]([N+:12]([O-:14])=[O:13])=[CH:11][C:5]=2[NH:4][C:3]1=O.COC1C=CC(P2(SP(C3C=CC(OC)=CC=3)(=S)S2)=[S:26])=CC=1, predict the reaction product. The product is: [CH3:1][C:2]1([CH3:16])[O:7][C:6]2[CH:8]=[CH:9][C:10]([N+:12]([O-:14])=[O:13])=[CH:11][C:5]=2[NH:4][C:3]1=[S:26]. (4) Given the reactants [NH2:1][C:2]1[CH:7]=[CH:6][CH:5]=[C:4]([Br:8])[N:3]=1.C(N(CC)CC)C.[C:16](Cl)(=[O:18])[CH3:17], predict the reaction product. The product is: [Br:8][C:4]1[N:3]=[C:2]([NH:1][C:16](=[O:18])[CH3:17])[CH:7]=[CH:6][CH:5]=1. (5) Given the reactants [Br:1][C:2]1[CH:7]=[C:6]([F:8])[C:5]([OH:9])=[C:4]([N+:10]([O-:12])=[O:11])[CH:3]=1.[CH2:13](Br)[CH:14]=[CH2:15].C([O-])([O-])=O.[K+].[K+], predict the reaction product. The product is: [CH2:15]([O:9][C:5]1[C:4]([N+:10]([O-:12])=[O:11])=[CH:3][C:2]([Br:1])=[CH:7][C:6]=1[F:8])[CH:14]=[CH2:13]. (6) Given the reactants Cl.Cl.Cl.[N:4]1[CH:9]=[CH:8][CH:7]=[C:6]([C:10]2[CH:15]=[CH:14][N:13]=[C:12]([NH:16][C:17]3[CH:18]=[C:19]([CH:39]=[CH:40][C:41]=3[CH3:42])[C:20]([NH:22][C:23]3[CH:28]=[C:27]([N:29]4[CH:33]=[C:32]([CH3:34])[N:31]=[CH:30]4)[CH:26]=[C:25]([C:35]([F:38])([F:37])[F:36])[CH:24]=3)=[O:21])[N:11]=2)[CH:5]=1, predict the reaction product. The product is: [CH3:42][C:41]1[CH:40]=[CH:39][C:19]([C:20]([NH:22][C:23]2[CH:24]=[C:25]([C:35]([F:37])([F:38])[F:36])[CH:26]=[C:27]([N:29]3[CH:30]=[N:31][C:32]([CH3:34])=[CH:33]3)[CH:28]=2)=[O:21])=[CH:18][C:17]=1[NH:16][C:12]1[N:13]=[CH:14][CH:15]=[C:10]([C:6]2[CH:7]=[CH:8][CH:9]=[N:4][CH:5]=2)[N:11]=1.